Dataset: Forward reaction prediction with 1.9M reactions from USPTO patents (1976-2016). Task: Predict the product of the given reaction. (1) Given the reactants [C:1]1([OH:7])[CH:6]=[CH:5][CH:4]=[CH:3][CH:2]=1.[C:8]1(=[O:14])[CH2:13][CH2:12][CH2:11][CH2:10][CH2:9]1.Cl, predict the reaction product. The product is: [CH2:1]1[CH2:6][CH2:5][C:4]([C:11]2[CH:12]=[CH:13][C:8]([OH:14])=[CH:9][CH:10]=2)([C:4]2[CH:5]=[CH:6][C:1]([OH:7])=[CH:2][CH:3]=2)[CH2:3][CH2:2]1. (2) Given the reactants [CH:1]1([CH2:6][C@H:7]([N:11]2[CH2:19][C:18]3[C:13](=[CH:14][CH:15]=[CH:16][CH:17]=3)[C:12]2=[O:20])[C:8]([OH:10])=O)[CH2:5][CH2:4][CH2:3][CH2:2]1.[CH:21]([O:24][CH2:25][CH2:26][N:27]1[CH:31]=[CH:30][C:29]([NH2:32])=[N:28]1)(C)C.F[P-](F)(F)(F)(F)F.N1(O[P+](N(C)C)(N(C)C)N(C)C)C2C=CC=CC=2N=N1.C(N(CC)C(C)C)(C)C, predict the reaction product. The product is: [CH:1]1([CH2:6][C@H:7]([N:11]2[CH2:19][C:18]3[C:13](=[CH:14][CH:15]=[CH:16][CH:17]=3)[C:12]2=[O:20])[C:8]([NH:32][C:29]2[CH:30]=[CH:31][N:27]([CH2:26][CH2:25][O:24][CH3:21])[N:28]=2)=[O:10])[CH2:2][CH2:3][CH2:4][CH2:5]1.